This data is from Forward reaction prediction with 1.9M reactions from USPTO patents (1976-2016). The task is: Predict the product of the given reaction. (1) Given the reactants [CH3:1][NH:2][O:3][CH3:4].[Br:5][C:6]1[CH:14]=[CH:13][C:9]([C:10](O)=[O:11])=[CH:8][C:7]=1[F:15].C(Cl)CCl.C1C=CC2N(O)N=NC=2C=1.CN1CCOCC1, predict the reaction product. The product is: [Br:5][C:6]1[CH:14]=[CH:13][C:9]([C:10]([N:2]([O:3][CH3:4])[CH3:1])=[O:11])=[CH:8][C:7]=1[F:15]. (2) The product is: [CH3:29][O:30][C:31]1[CH:32]=[C:33]([CH:36]=[CH:37][CH:38]=1)[CH2:34][O:1][C:2]1[CH:7]=[CH:6][C:5]([C:8]2[N:13]3[N:14]=[C:15]([NH:17][C:18]([CH:20]4[CH2:21][CH2:22]4)=[O:19])[N:16]=[C:12]3[CH:11]=[CH:10][CH:9]=2)=[CH:4][CH:3]=1. Given the reactants [OH:1][C:2]1[CH:7]=[CH:6][C:5]([C:8]2[N:13]3[N:14]=[C:15]([NH:17][C:18]([CH:20]4[CH2:22][CH2:21]4)=[O:19])[N:16]=[C:12]3[CH:11]=[CH:10][CH:9]=2)=[CH:4][CH:3]=1.C(=O)([O-])[O-].[K+].[K+].[CH3:29][O:30][C:31]1[CH:32]=[C:33]([CH:36]=[CH:37][CH:38]=1)[CH2:34]Br, predict the reaction product. (3) Given the reactants [CH2:1]([O:3][C:4](=[O:23])[C:5]1[CH:10]=[CH:9][C:8]([N:11]2[C:19]3[C:14](=[CH:15][C:16](Br)=[CH:17][CH:18]=3)[C:13]([C:21]#[N:22])=[CH:12]2)=[CH:7][CH:6]=1)[CH3:2].[CH3:24][O:25][C:26]1[CH:31]=[CH:30][C:29](B(O)O)=[CH:28][CH:27]=1.C(=O)([O-])[O-].[K+].[K+].COCCOC, predict the reaction product. The product is: [CH2:1]([O:3][C:4](=[O:23])[C:5]1[CH:10]=[CH:9][C:8]([N:11]2[C:19]3[C:14](=[CH:15][C:16]([C:29]4[CH:30]=[CH:31][C:26]([O:25][CH3:24])=[CH:27][CH:28]=4)=[CH:17][CH:18]=3)[C:13]([C:21]#[N:22])=[CH:12]2)=[CH:7][CH:6]=1)[CH3:2]. (4) The product is: [C:22]([CH2:21][O:20][C:6]1[C:7]2[C:8](=[N:9][C:10]([C:13]3[CH:18]=[CH:17][CH:16]=[CH:15][CH:14]=3)=[CH:11][CH:12]=2)[S:19][C:5]=1[C:3]([OH:4])=[O:2])([OH:24])=[O:23]. Given the reactants C[O:2][C:3]([C:5]1[S:19][C:8]2=[N:9][C:10]([C:13]3[CH:18]=[CH:17][CH:16]=[CH:15][CH:14]=3)=[CH:11][CH:12]=[C:7]2[C:6]=1[O:20][CH2:21][C:22]([O:24]CC)=[O:23])=[O:4].O.O[Li].O, predict the reaction product. (5) Given the reactants [CH3:1][N:2]([CH3:25])[C:3]1[N:11]=[C:10]2[C:6]([N:7]=[CH:8][N:9]2COCC[Si](C)(C)C)=[C:5]([C:20]2[O:21][CH:22]=[CH:23][CH:24]=2)[N:4]=1.[F-].C([N+](CCCC)(CCCC)CCCC)CCC, predict the reaction product. The product is: [CH3:1][N:2]([CH3:25])[C:3]1[NH:4][C:5]([C:20]2[O:21][CH:22]=[CH:23][CH:24]=2)=[C:6]2[C:10]([N:11]=1)=[N:9][CH:8]=[N:7]2. (6) Given the reactants [CH3:1][C@H:2]1[CH2:6][CH2:5][CH2:4][N:3]1[CH:7]1[CH2:11][CH2:10][C@H:9]([C:12]2[CH:17]=[CH:16][C:15]([NH2:18])=[CH:14][CH:13]=2)[CH2:8]1.C[O:20][C:21]([C:23]1([CH2:29][CH:30]=O)[CH2:28][CH2:27][O:26][CH2:25][CH2:24]1)=O.C(O)(=O)C.[BH-](OC(C)=O)(OC(C)=O)OC(C)=O.[Na+].N.CO.CC(C)([O-])C.[K+], predict the reaction product. The product is: [CH3:1][C@H:2]1[CH2:6][CH2:5][CH2:4][N:3]1[CH:7]1[CH2:11][CH2:10][C@H:9]([C:12]2[CH:17]=[CH:16][C:15]([N:18]3[CH2:30][CH2:29][C:23]4([CH2:28][CH2:27][O:26][CH2:25][CH2:24]4)[C:21]3=[O:20])=[CH:14][CH:13]=2)[CH2:8]1. (7) The product is: [NH2:29][C@H:19]([CH2:20][C:21]1[CH:22]=[CH:23][C:24]([O:27][CH3:28])=[CH:25][CH:26]=1)[C:18]([N:16]1[CH2:17][C:14]([CH:8]2[CH2:13][CH2:12][CH2:11][CH2:10][CH2:9]2)([CH2:38][CH2:39][CH2:40][CH2:41][CH3:42])[CH2:15]1)=[O:37]. Given the reactants FC(F)(F)C(O)=O.[CH:8]1([C:14]2([CH2:38][CH2:39][CH2:40][CH2:41][CH3:42])[CH2:17][N:16]([C:18](=[O:37])[C@H:19]([NH:29]C(=O)OC(C)(C)C)[CH2:20][C:21]3[CH:26]=[CH:25][C:24]([O:27][CH3:28])=[CH:23][CH:22]=3)[CH2:15]2)[CH2:13][CH2:12][CH2:11][CH2:10][CH2:9]1, predict the reaction product. (8) Given the reactants [CH3:1][C:2]1[CH:3]=[N:4][CH:5]=[C:6]([CH:9]=1)[CH:7]=O.[C:10]([CH2:18][C:19]([O:21][CH2:22][CH3:23])=[O:20])(=[O:17])[C:11]1[CH:16]=[CH:15][CH:14]=[CH:13][CH:12]=1.CC(O)=O.N1CCCCC1, predict the reaction product. The product is: [C:10](/[C:18](=[CH:7]/[C:6]1[CH:5]=[N:4][CH:3]=[C:2]([CH3:1])[CH:9]=1)/[C:19]([O:21][CH2:22][CH3:23])=[O:20])(=[O:17])[C:11]1[CH:16]=[CH:15][CH:14]=[CH:13][CH:12]=1. (9) Given the reactants [Cl:1][C:2]1[CH:7]=[CH:6][C:5]([CH2:8][C:9]#[N:10])=[C:4]([F:11])[CH:3]=1.[Cl:12][C:13]1[CH:14]=[CH:15][C:16]([O:21][CH3:22])=[C:17]([CH:20]=1)[CH:18]=O.C[O-].[Na+], predict the reaction product. The product is: [Cl:1][C:2]1[CH:7]=[CH:6][C:5](/[C:8](=[CH:18]/[C:17]2[CH:20]=[C:13]([Cl:12])[CH:14]=[CH:15][C:16]=2[O:21][CH3:22])/[C:9]#[N:10])=[C:4]([F:11])[CH:3]=1.